From a dataset of Reaction yield outcomes from USPTO patents with 853,638 reactions. Predict the reaction yield, written as a fraction of the theoretical maximum amount of product (1.0 means a 100% yield; for example, 0.34 means a 34% yield). (1) The reactants are [CH3:1][C:2]([CH3:22])([CH3:21])[C:3]#[C:4][C:5]1[CH:10]=[C:9]([N+:11]([O-:13])=[O:12])[C:8](F)=[CH:7][C:6]=1[NH:15]C(=O)CCC.[CH3:23][C:24]([O-:27])([CH3:26])[CH3:25].[K+].O. The catalyst is CN(C=O)C. The product is [C:24]([O:27][C:8]1[CH:7]=[C:6]2[C:5]([CH:4]=[C:3]([C:2]([CH3:1])([CH3:21])[CH3:22])[NH:15]2)=[CH:10][C:9]=1[N+:11]([O-:13])=[O:12])([CH3:26])([CH3:25])[CH3:23]. The yield is 0.210. (2) The reactants are Cl[CH2:2]/[CH:3]=[CH:4]\[CH3:5].C(Cl)Cl.[CH3:9][C@H:10]1[CH2:14][CH2:13][CH2:12][NH:11]1.[OH-].[Na+]. The catalyst is O. The product is [CH2:2]([N:11]1[CH2:12][CH2:13][CH2:14][C@@H:10]1[CH3:9])/[CH:3]=[CH:4]\[CH3:5]. The yield is 0.864. (3) The reactants are [Cl:1][C:2]1[CH:11]=[CH:10][C:9]([NH2:12])=[C:8]2[C:3]=1[CH:4]=[CH:5][CH:6]=[N:7]2.[Cl:13][C:14]1[CH:19]=[C:18]([Cl:20])[CH:17]=[CH:16][C:15]=1[S:21](Cl)(=[O:23])=[O:22]. No catalyst specified. The product is [Cl:13][C:14]1[CH:19]=[C:18]([Cl:20])[CH:17]=[CH:16][C:15]=1[S:21]([NH:12][C:9]1[CH:10]=[CH:11][C:2]([Cl:1])=[C:3]2[C:8]=1[N:7]=[CH:6][CH:5]=[CH:4]2)(=[O:23])=[O:22]. The yield is 0.400. (4) The reactants are [CH2:1]([C:5]1[N:10]2[N:11]=[CH:12][N:13]=[C:9]2[N:8]([C@H:14]2[CH2:19][CH2:18][C@H:17]([O:20][CH2:21]C(OCC)=O)[CH2:16][CH2:15]2)[C:7](=[O:27])[C:6]=1[CH2:28][C:29]1[CH:34]=[CH:33][C:32]([C:35]2[CH:40]=[CH:39][CH:38]=[CH:37][C:36]=2[C:41]#[N:42])=[CH:31][C:30]=1[F:43])[CH2:2][CH2:3][CH3:4].C[Mg]Br.Cl. The product is [CH2:1]([C:5]1[N:10]2[N:11]=[CH:12][N:13]=[C:9]2[N:8]([C@H:14]2[CH2:15][CH2:16][C@H:17]([O:20][CH2:21][C:17]([OH:20])([CH3:18])[CH3:16])[CH2:18][CH2:19]2)[C:7](=[O:27])[C:6]=1[CH2:28][C:29]1[CH:34]=[CH:33][C:32]([C:35]2[C:36]([C:41]#[N:42])=[CH:37][CH:38]=[CH:39][CH:40]=2)=[CH:31][C:30]=1[F:43])[CH2:2][CH2:3][CH3:4]. The catalyst is O1CCCC1. The yield is 0.630. (5) The reactants are Cl[C:2]1[NH:10][C:9]2[C:4](=[N:5][CH:6]=[CH:7][CH:8]=2)[C:3]=1[C:11]#[N:12].[CH3:13][NH:14][CH3:15]. No catalyst specified. The product is [CH3:13][N:14]([CH3:15])[C:2]1[NH:10][C:9]2[C:4](=[N:5][CH:6]=[CH:7][CH:8]=2)[C:3]=1[C:11]#[N:12]. The yield is 0.400. (6) The product is [C:1]1([CH3:50])[CH:6]=[CH:5][C:4]([S:7]([CH2:10][CH2:11][O:12][C:13](=[O:49])[C:14]2[CH:19]=[CH:18][CH:17]=[C:16]([S:20]([Cl:107])(=[O:22])=[O:21])[CH:15]=2)(=[O:9])=[O:8])=[CH:3][CH:2]=1. The yield is 0.710. The catalyst is CC#N.O. The reactants are [C:1]1([CH3:50])[CH:6]=[CH:5][C:4]([S:7]([CH2:10][CH2:11][O:12][C:13](=[O:49])[C:14]2[CH:19]=[CH:18][CH:17]=[C:16]([S:20](N3C4C=CC(OC(F)F)=CC=4N=C3S(CC3C(OC)=C(OC)C=CN=3)=O)(=[O:22])=[O:21])[CH:15]=2)(=[O:9])=[O:8])=[CH:3][CH:2]=1.C1(C)C=CC(S(CCOC(=O)C2C=CC=C(S(N3C4C=C(OC(F)F)C=CC=4N=C3S(CC3C(OC)=C(OC)C=CN=3)=O)(=O)=O)C=2)(=O)=O)=CC=1.C([O-])(O)=O.[Na+].C(Cl)[Cl:107].